From a dataset of Catalyst prediction with 721,799 reactions and 888 catalyst types from USPTO. Predict which catalyst facilitates the given reaction. (1) Product: [F:7][C:2]([P:8]([C:12]([F:17])([F:18])[C:13]([F:16])([F:15])[F:14])(=[O:9])[O-:11])([F:1])[C:3]([F:6])([F:5])[F:4].[CH3:19][N+:20]1[CH:24]=[CH:23][N:22]([CH3:2])[CH:21]=1. Reactant: [F:1][C:2]([P:8]([C:12]([F:18])([F:17])[C:13]([F:16])([F:15])[F:14])(=[O:11])[O:9]C)([F:7])[C:3]([F:6])([F:5])[F:4].[CH3:19][N:20]1[CH:24]=[CH:23][N:22]=[CH:21]1. The catalyst class is: 81. (2) Reactant: CS(O[CH:6]([C:23]1[CH:28]=[CH:27][N:26]=[CH:25][CH:24]=1)[CH2:7][N:8]1[C:16]2[CH:15]=[CH:14][C:13]([CH3:17])=[CH:12][C:11]=2[C:10]2[CH2:18][N:19]([CH3:22])[CH2:20][CH2:21][C:9]1=2)(=O)=O.[N-:29]=[N+:30]=[N-:31].[Na+]. Product: [N:29]([CH:6]([C:23]1[CH:28]=[CH:27][N:26]=[CH:25][CH:24]=1)[CH2:7][N:8]1[C:16]2[CH:15]=[CH:14][C:13]([CH3:17])=[CH:12][C:11]=2[C:10]2[CH2:18][N:19]([CH3:22])[CH2:20][CH2:21][C:9]1=2)=[N+:30]=[N-:31]. The catalyst class is: 18. (3) Reactant: I[C:2]1[C:3](=[O:31])[N:4]([CH2:23][CH2:24][C:25]2[CH:30]=[CH:29][CH:28]=[CH:27][CH:26]=2)[C:5]([C:9]2[CH:14]=[CH:13][CH:12]=[CH:11][C:10]=2[O:15][CH2:16][C:17]2[CH:22]=[CH:21][CH:20]=[CH:19][CH:18]=2)=[N:6][C:7]=1[CH3:8].[S:32]1[CH:36]=[CH:35][C:34](B(O)O)=[CH:33]1.C(O)C.C(=O)([O-])[O-].[Na+].[Na+]. Product: [CH3:8][C:7]1[N:6]=[C:5]([C:9]2[CH:14]=[CH:13][CH:12]=[CH:11][C:10]=2[O:15][CH2:16][C:17]2[CH:18]=[CH:19][CH:20]=[CH:21][CH:22]=2)[N:4]([CH2:23][CH2:24][C:25]2[CH:30]=[CH:29][CH:28]=[CH:27][CH:26]=2)[C:3](=[O:31])[C:2]=1[C:34]1[CH:35]=[CH:36][S:32][CH:33]=1. The catalyst class is: 77.